This data is from Catalyst prediction with 721,799 reactions and 888 catalyst types from USPTO. The task is: Predict which catalyst facilitates the given reaction. (1) Reactant: C(O[C:4](=[O:17])[C:5]([N:7]([CH3:16])[CH2:8][C:9]([O:11][C:12]([CH3:15])([CH3:14])[CH3:13])=[O:10])=[O:6])C.[F:18][C:19]1[CH:32]=[CH:31][C:22]([CH2:23][N:24]2[CH2:29][CH2:28][CH:27]=[CH:26][C:25]2=[O:30])=[CH:21][CH:20]=1.[Li+].C[Si]([N-][Si](C)(C)C)(C)C. Product: [C:12]([O:11][C:9]([CH:8]1[N:7]([CH3:16])[C:5](=[O:6])[C:4]([OH:17])=[C:26]2[CH:27]1[CH2:28][CH2:29][N:24]([CH2:23][C:22]1[CH:21]=[CH:20][C:19]([F:18])=[CH:32][CH:31]=1)[C:25]2=[O:30])=[O:10])([CH3:13])([CH3:14])[CH3:15]. The catalyst class is: 1. (2) Reactant: [I-].C[S+](C)(C)=O.[CH3:7]C(C)([O-])C.[K+].[Cl:13][C:14]1[CH:19]=[CH:18][C:17]([C@@:20]2([OH:44])[CH2:25][CH2:24][N:23]([C:26](=[O:41])[C@H:27]([NH:31][C:32]([CH:34]3[CH2:40][CH2:39][C:36]4([O:38][CH2:37]4)[CH2:35]3)=[O:33])[CH:28]([CH3:30])[CH3:29])[CH2:22][C:21]2([CH3:43])[CH3:42])=[CH:16][CH:15]=1. Product: [Cl:13][C:14]1[CH:19]=[CH:18][C:17]([C@@:20]2([OH:44])[CH2:25][CH2:24][N:23]([C:26](=[O:41])[C@H:27]([NH:31][C:32]([CH:34]3[CH2:40][CH2:39][C:36]4([O:38][CH2:7][CH2:37]4)[CH2:35]3)=[O:33])[CH:28]([CH3:30])[CH3:29])[CH2:22][C:21]2([CH3:42])[CH3:43])=[CH:16][CH:15]=1. The catalyst class is: 107. (3) Reactant: [S:1]1[C:5]2[CH:6]=[CH:7][CH:8]=[C:9]([O:10][C:11]3[CH:16]=[CH:15][C:14]([NH:17][C:18]4[C:19]5[N:26]([CH2:27][CH2:28][NH:29][C:30](=[O:34])[CH:31]([F:33])[F:32])[CH:25]=[CH:24][C:20]=5[N:21]=[CH:22][N:23]=4)=[CH:13][C:12]=3[Cl:35])[C:4]=2[CH:3]=[CH:2]1.[CH3:36][S:37]([OH:40])(=[O:39])=[O:38].C(OCC)C. Product: [CH3:36][S:37]([OH:40])(=[O:39])=[O:38].[S:1]1[C:5]2[CH:6]=[CH:7][CH:8]=[C:9]([O:10][C:11]3[CH:16]=[CH:15][C:14]([NH:17][C:18]4[C:19]5[N:26]([CH2:27][CH2:28][NH:29][C:30](=[O:34])[CH:31]([F:32])[F:33])[CH:25]=[CH:24][C:20]=5[N:21]=[CH:22][N:23]=4)=[CH:13][C:12]=3[Cl:35])[C:4]=2[CH:3]=[CH:2]1. The catalyst class is: 13. (4) Reactant: [C:1]([O:4][C:5]1[CH:10]=[CH:9][C:8]([CH2:11]O)=[CH:7][CH:6]=1)(=[O:3])[CH3:2].C(Br)(Br)(Br)[Br:14].C1(P(C2C=CC=CC=2)C2C=CC=CC=2)C=CC=CC=1. Product: [C:1]([O:4][C:5]1[CH:10]=[CH:9][C:8]([CH2:11][Br:14])=[CH:7][CH:6]=1)(=[O:3])[CH3:2]. The catalyst class is: 2.